From a dataset of Reaction yield outcomes from USPTO patents with 853,638 reactions. Predict the reaction yield, written as a fraction of the theoretical maximum amount of product (1.0 means a 100% yield; for example, 0.34 means a 34% yield). The reactants are C([O:3][C:4]([C:6]1[CH:11]=[CH:10][N:9]=[N:8][C:7]=1[Cl:12])=[O:5])C.[Li+].[OH-].Cl. The catalyst is C1COCC1. The product is [Cl:12][C:7]1[N:8]=[N:9][CH:10]=[CH:11][C:6]=1[C:4]([OH:5])=[O:3]. The yield is 0.940.